From a dataset of Full USPTO retrosynthesis dataset with 1.9M reactions from patents (1976-2016). Predict the reactants needed to synthesize the given product. (1) Given the product [Cl:1][C:2]1[C:7]2[O:8][CH2:9][O:10][C:6]=2[CH:5]=[C:4]([CH2:11][Cl:15])[CH:3]=1, predict the reactants needed to synthesize it. The reactants are: [Cl:1][C:2]1[C:7]2[O:8][CH2:9][O:10][C:6]=2[CH:5]=[C:4]([CH2:11]O)[CH:3]=1.O=S(Cl)[Cl:15]. (2) Given the product [CH3:1][O:2][C:3]1[CH:4]=[C:5]([C:11]2[N:12]=[C:13]([N:16]([C:17]3[N:18]=[CH:19][C:20]4[C:25]([CH:26]=3)=[CH:24][CH:23]=[CH:22][CH:21]=4)[CH3:29])[S:14][CH:15]=2)[CH:6]=[CH:7][C:8]=1[O:9][CH3:10], predict the reactants needed to synthesize it. The reactants are: [CH3:1][O:2][C:3]1[CH:4]=[C:5]([C:11]2[N:12]=[C:13]([NH:16][C:17]3[N:18]=[CH:19][C:20]4[C:25]([CH:26]=3)=[CH:24][CH:23]=[CH:22][CH:21]=4)[S:14][CH:15]=2)[CH:6]=[CH:7][C:8]=1[O:9][CH3:10].[H-].[Na+].[CH3:29]I. (3) Given the product [F:1][C:2]1[CH:7]=[CH:6][C:5]([C:8]2[C:13](/[CH:14]=[CH:15]/[CH:16]([OH:22])[CH2:17][C:18]([O:20][CH3:21])=[O:19])=[C:12]([CH:23]([CH3:25])[CH3:24])[N:11]=[C:10]([N:26]([CH3:31])[S:27]([CH3:30])(=[O:29])=[O:28])[N:9]=2)=[CH:4][CH:3]=1, predict the reactants needed to synthesize it. The reactants are: [F:1][C:2]1[CH:7]=[CH:6][C:5]([C:8]2[C:13](/[CH:14]=[CH:15]/[C:16](=[O:22])[CH2:17][C:18]([O:20][CH3:21])=[O:19])=[C:12]([CH:23]([CH3:25])[CH3:24])[N:11]=[C:10]([N:26]([CH3:31])[S:27]([CH3:30])(=[O:29])=[O:28])[N:9]=2)=[CH:4][CH:3]=1.[BH4-].[Na+].C(O)(=O)C.C(OCC)(=O)C.